This data is from Reaction yield outcomes from USPTO patents with 853,638 reactions. The task is: Predict the reaction yield, written as a fraction of the theoretical maximum amount of product (1.0 means a 100% yield; for example, 0.34 means a 34% yield). (1) The reactants are [C:1]([C:5]1[CH:10]=[CH:9][C:8]([N+:11]([O-])=O)=[CH:7][C:6]=1[N:14]1[CH2:18][CH2:17][CH2:16][CH2:15]1)([CH3:4])([CH3:3])[CH3:2]. The catalyst is [Pd]. The product is [C:1]([C:5]1[CH:10]=[CH:9][C:8]([NH2:11])=[CH:7][C:6]=1[N:14]1[CH2:15][CH2:16][CH2:17][CH2:18]1)([CH3:4])([CH3:2])[CH3:3]. The yield is 0.900. (2) The reactants are O[C:2]1[C:11]2[C:6](=[N:7][CH:8]=[CH:9][CH:10]=2)[N:5]([C:12]2[CH:17]=[CH:16][CH:15]=[CH:14][CH:13]=2)[C:4](=[O:18])[C:3]=1[C:19](=O)[CH2:20][CH2:21][C:22]1[CH:27]=[CH:26][C:25]([C:28]#[N:29])=[CH:24][CH:23]=1.O.[NH2:32][NH2:33]. The catalyst is CN(C=O)C. The product is [C:28]([C:25]1[CH:26]=[CH:27][C:22]([CH2:21][CH2:20][C:19]2[C:3]3[C:4](=[O:18])[N:5]([C:12]4[CH:17]=[CH:16][CH:15]=[CH:14][CH:13]=4)[C:6]4[N:7]=[CH:8][CH:9]=[CH:10][C:11]=4[C:2]=3[NH:33][N:32]=2)=[CH:23][CH:24]=1)#[N:29]. The yield is 0.900. (3) The reactants are C[O:2][CH:3](OC)[C:4]1[NH:5][C:6]([C:19]2[CH:24]=[CH:23][CH:22]=[C:21]([CH3:25])[N:20]=2)=[C:7]([C:9]2[CH:18]=[CH:17][C:12]3=[N:13][N:14]([CH3:16])[N:15]=[C:11]3[CH:10]=2)[N:8]=1.Cl.O.C(=O)([O-])O.[Na+]. The catalyst is O1CCCC1. The product is [CH3:16][N:14]1[N:13]=[C:12]2[CH:17]=[CH:18][C:9]([C:7]3[N:8]=[C:4]([CH:3]=[O:2])[NH:5][C:6]=3[C:19]3[CH:24]=[CH:23][CH:22]=[C:21]([CH3:25])[N:20]=3)=[CH:10][C:11]2=[N:15]1. The yield is 0.980.